This data is from Full USPTO retrosynthesis dataset with 1.9M reactions from patents (1976-2016). The task is: Predict the reactants needed to synthesize the given product. Given the product [CH3:1][O:2][C:3]1[CH:4]=[C:5]([C:11]2[O:15][N:14]=[CH:13][C:12]=2[CH2:16][OH:17])[CH:6]=[CH:7][C:8]=1[O:9][CH3:10], predict the reactants needed to synthesize it. The reactants are: [CH3:1][O:2][C:3]1[CH:4]=[C:5]([C:11]2[O:15][N:14]=[CH:13][C:12]=2[C:16](OCC)=[O:17])[CH:6]=[CH:7][C:8]=1[O:9][CH3:10].[H-].C([Al+]CC(C)C)C(C)C.Cl.